This data is from Peptide-MHC class I binding affinity with 185,985 pairs from IEDB/IMGT. The task is: Regression. Given a peptide amino acid sequence and an MHC pseudo amino acid sequence, predict their binding affinity value. This is MHC class I binding data. (1) The peptide sequence is FSQHNYRQGY. The MHC is HLA-B15:01 with pseudo-sequence HLA-B15:01. The binding affinity (normalized) is 0.546. (2) The peptide sequence is FLMSGRGIGK. The MHC is HLA-A03:01 with pseudo-sequence HLA-A03:01. The binding affinity (normalized) is 0.852. (3) The peptide sequence is NEGIMAIGI. The MHC is HLA-B44:03 with pseudo-sequence HLA-B44:03. The binding affinity (normalized) is 0.566. (4) The peptide sequence is RPNRQLGSM. The MHC is HLA-A02:01 with pseudo-sequence HLA-A02:01. The binding affinity (normalized) is 0.0847.